Dataset: Reaction yield outcomes from USPTO patents with 853,638 reactions. Task: Predict the reaction yield, written as a fraction of the theoretical maximum amount of product (1.0 means a 100% yield; for example, 0.34 means a 34% yield). (1) The reactants are C([O:8][C:9]1[CH:14]=[CH:13][C:12]([CH3:15])=[C:11]([O:16][CH2:17][O:18][CH3:19])[CH:10]=1)C1C=CC=CC=1. The catalyst is [C].[Pd].C(O)C. The product is [CH3:19][O:18][CH2:17][O:16][C:11]1[CH:10]=[C:9]([OH:8])[CH:14]=[CH:13][C:12]=1[CH3:15]. The yield is 0.960. (2) The product is [CH2:10]([O:17][C:18]1[CH:23]=[C:22]([O:24][CH2:25][C:26]2[CH:27]=[CH:28][CH:29]=[CH:30][CH:31]=2)[CH:21]=[CH:20][C:19]=1[CH:32]1[CH2:37][CH2:36][N:35]([C:1]([C:2]2[CH:7]=[CH:6][CH:5]=[CH:4][CH:3]=2)=[O:8])[CH2:34][CH2:33]1)[C:11]1[CH:12]=[CH:13][CH:14]=[CH:15][CH:16]=1. The catalyst is O1CCCC1.C(N(CC)C(C)C)(C)C. The reactants are [C:1](Cl)(=[O:8])[C:2]1[CH:7]=[CH:6][CH:5]=[CH:4][CH:3]=1.[CH2:10]([O:17][C:18]1[CH:23]=[C:22]([O:24][CH2:25][C:26]2[CH:31]=[CH:30][CH:29]=[CH:28][CH:27]=2)[CH:21]=[CH:20][C:19]=1[CH:32]1[CH2:37][CH2:36][NH:35][CH2:34][CH2:33]1)[C:11]1[CH:16]=[CH:15][CH:14]=[CH:13][CH:12]=1. The yield is 0.800. (3) The reactants are Br[CH2:2][C:3]([C:5]1[CH:10]=[CH:9][C:8]([O:11][CH3:12])=[CH:7][CH:6]=1)=O.[N:13]1([CH:19]=[O:20])[CH2:18][CH2:17][NH:16][CH2:15][CH2:14]1.C(N(C(C)C)C(C)C)C.[Br:30][C:31]1[CH:32]=[CH:33][C:34]([NH:37]N)=[N:35][CH:36]=1. The catalyst is CN(C)C=O.C(OCC)(=O)C.C1(C)C=CC=CC=1. The product is [Br:30][C:31]1[CH:32]=[C:33]2[C:2]([N:16]3[CH2:17][CH2:18][N:13]([CH:19]=[O:20])[CH2:14][CH2:15]3)=[C:3]([C:5]3[CH:10]=[CH:9][C:8]([O:11][CH3:12])=[CH:7][CH:6]=3)[NH:37][C:34]2=[N:35][CH:36]=1. The yield is 0.00300.